This data is from Catalyst prediction with 721,799 reactions and 888 catalyst types from USPTO. The task is: Predict which catalyst facilitates the given reaction. Reactant: Br[CH2:2][C:3]([C:5]1[C:10]([CH3:11])=[CH:9][C:8]([O:12][C:13]2[CH:18]=[CH:17][C:16]([O:19][CH3:20])=[CH:15][CH:14]=2)=[CH:7][C:6]=1[CH3:21])=O.[NH2:22][C:23]([NH2:25])=[S:24]. Product: [CH3:20][O:19][C:16]1[CH:17]=[CH:18][C:13]([O:12][C:8]2[CH:9]=[C:10]([CH3:11])[C:5]([C:3]3[N:22]=[C:23]([NH2:25])[S:24][CH:2]=3)=[C:6]([CH3:21])[CH:7]=2)=[CH:14][CH:15]=1. The catalyst class is: 14.